From a dataset of Full USPTO retrosynthesis dataset with 1.9M reactions from patents (1976-2016). Predict the reactants needed to synthesize the given product. (1) Given the product [Si:32]([O:22][CH2:1][CH:2]([OH:21])[CH2:3][CH2:4][CH2:5][CH2:6][CH2:7][CH2:8][CH2:9][CH2:10][CH2:11][CH2:12][CH2:13][CH2:14][CH2:15][CH2:16][CH2:17][CH2:18][CH2:19][CH3:20])([C:29]([CH3:31])([CH3:30])[CH3:28])([CH3:34])[CH3:33], predict the reactants needed to synthesize it. The reactants are: [CH2:1]([OH:22])[CH:2]([OH:21])[CH2:3][CH2:4][CH2:5][CH2:6][CH2:7][CH2:8][CH2:9][CH2:10][CH2:11][CH2:12][CH2:13][CH2:14][CH2:15][CH2:16][CH2:17][CH2:18][CH2:19][CH3:20].N1C=CN=C1.[CH3:28][C:29]([Si:32](Cl)([CH3:34])[CH3:33])([CH3:31])[CH3:30]. (2) Given the product [CH3:1][N:2]1[C:6]2[CH:7]=[N:8][C:9]([C:11]([OH:13])=[O:12])=[CH:10][C:5]=2[N:4]=[CH:3]1, predict the reactants needed to synthesize it. The reactants are: [CH3:1][N:2]1[C:6]2[CH:7]=[N:8][C:9]([C:11]([O:13]C)=[O:12])=[CH:10][C:5]=2[N:4]=[CH:3]1.O.[OH-].[Li+]. (3) The reactants are: [F:1][C:2]1[CH:3]=[C:4]2[C:8](=[CH:9][CH:10]=1)[NH:7][C:6](=[O:11])[CH2:5]2.[Li+].C[Si]([N-][Si](C)(C)C)(C)C.C1COCC1.[O:27]=[S:28]1(=[O:47])[CH2:33][CH2:32][N:31]([CH2:34][CH2:35][CH2:36][C:37]2[CH:38]=[C:39]3[C:43](=[CH:44][CH:45]=2)[C:42](=O)[O:41][CH2:40]3)[CH2:30][CH2:29]1.[ClH:48]. Given the product [O:47]=[S:28]1(=[O:27])[CH2:29][CH2:30][N:31]([CH2:34][CH2:35][CH2:36][C:37]2[CH:38]=[C:39]3[C:43](=[CH:44][CH:45]=2)[C:42](=[C:5]2[C:4]4[C:8](=[CH:9][CH:10]=[C:2]([F:1])[CH:3]=4)[NH:7][C:6]2=[O:11])[O:41][CH2:40]3)[CH2:32][CH2:33]1.[ClH:48], predict the reactants needed to synthesize it. (4) The reactants are: [O:1]=[C:2]1[NH:7][CH2:6][CH2:5][N:4]([C:8]([N:10]2[CH2:15][CH:14]([C:16]3[CH:21]=[CH:20][C:19]([C:22]([F:25])([F:24])[F:23])=[CH:18][CH:17]=3)[CH2:13][CH:12]([C:26]([OH:28])=O)[CH2:11]2)=[O:9])[CH2:3]1.O[NH:30][C:31](=[NH:36])[CH2:32][CH2:33][O:34][CH3:35]. Given the product [CH3:35][O:34][CH2:33][CH2:32][C:31]1[N:36]=[C:26]([CH:12]2[CH2:13][CH:14]([C:16]3[CH:17]=[CH:18][C:19]([C:22]([F:24])([F:23])[F:25])=[CH:20][CH:21]=3)[CH2:15][N:10]([C:8]([N:4]3[CH2:5][CH2:6][NH:7][C:2](=[O:1])[CH2:3]3)=[O:9])[CH2:11]2)[O:28][N:30]=1, predict the reactants needed to synthesize it. (5) Given the product [CH2:1]([O:4][N:5]1[C:18](=[O:21])[N:10]2[CH2:11][C@H:6]1[CH:7]=[C:8]([CH:15]1[CH2:16][CH2:17]1)[C@H:9]2[C:12]([NH2:14])=[O:13])[CH:2]=[CH2:3], predict the reactants needed to synthesize it. The reactants are: [CH2:1]([O:4][NH:5][CH:6]1[CH2:11][NH:10][C@@H:9]([C:12]([NH2:14])=[O:13])[C:8]([CH:15]2[CH2:17][CH2:16]2)=[CH:7]1)[CH:2]=[CH2:3].[CH2:18]([O:21]N1C(=O)N2C[C@H]1C(C)=C[C@H]2C(N)=O)C=C.